Dataset: Catalyst prediction with 721,799 reactions and 888 catalyst types from USPTO. Task: Predict which catalyst facilitates the given reaction. (1) Reactant: [CH:1]([Li])([CH2:3][CH3:4])C.CO[N:8]([CH3:14])[C:9](=O)[CH:10]([CH3:12])[CH3:11].F[C:16](F)(F)C(O)=O.[CH2:22]1[CH2:26][O:25][CH2:24][CH2:23]1. Product: [CH2:16]([C:14]1[NH:8][C:9]2[C:10]([CH:11]=1)=[CH:12][C:24]([O:25][CH3:26])=[CH:23][CH:22]=2)[CH:3]([CH3:1])[CH3:4]. The catalyst class is: 4. (2) Reactant: [C:1]1([CH:7]([NH2:16])[CH2:8][C:9]2[CH:14]=[CH:13][CH:12]=[CH:11][C:10]=2[CH3:15])[CH:6]=[CH:5][CH:4]=[CH:3][CH:2]=1.[C:17]1([N:23]2[C:27]([NH:28][C:29](=O)[O:30]C3C=CC=CC=3)=[C:26]3[CH2:38][CH2:39][CH2:40][C:25]3=[N:24]2)[CH:22]=[CH:21][CH:20]=[CH:19][CH:18]=1.CCN(C(C)C)C(C)C. Product: [C:17]1([N:23]2[C:27]([NH:28][C:29]([NH:16][CH:7]([C:1]3[CH:6]=[CH:5][CH:4]=[CH:3][CH:2]=3)[CH2:8][C:9]3[CH:14]=[CH:13][CH:12]=[CH:11][C:10]=3[CH3:15])=[O:30])=[C:26]3[CH2:38][CH2:39][CH2:40][C:25]3=[N:24]2)[CH:18]=[CH:19][CH:20]=[CH:21][CH:22]=1. The catalyst class is: 3. (3) Reactant: [Br:1][C:2]1[CH:3]=[C:4]([CH2:9][OH:10])[CH:5]=[N:6][C:7]=1[CH3:8]. Product: [Br:1][C:2]1[CH:3]=[C:4]([CH:9]=[O:10])[CH:5]=[N:6][C:7]=1[CH3:8]. The catalyst class is: 177. (4) Reactant: [C:1]1([N:7]=[C:8]([S:15][CH:16]([CH3:22])[CH:17]([CH2:20][CH3:21])[CH2:18][CH3:19])[C:9]#[C:10][Si](C)(C)C)[CH:6]=[CH:5][CH:4]=[CH:3][CH:2]=1.C(=O)([O-])[O-].[K+].[K+].[F:29][C:30]1[CH:35]=[CH:34][C:33]([SH:36])=[CH:32][CH:31]=1. Product: [F:29][C:30]1[CH:35]=[CH:34][C:33]([S:36][CH:10]=[CH:9][C:8](=[N:7][C:1]2[CH:6]=[CH:5][CH:4]=[CH:3][CH:2]=2)[S:15][CH:16]([CH3:22])[CH:17]([CH2:20][CH3:21])[CH2:18][CH3:19])=[CH:32][CH:31]=1. The catalyst class is: 5.